From a dataset of Full USPTO retrosynthesis dataset with 1.9M reactions from patents (1976-2016). Predict the reactants needed to synthesize the given product. (1) The reactants are: [CH3:1][O:2][C:3]1[CH:4]=[N:5][C:6]2[N:11]=[CH:10]N[C:7]=2[CH:8]=1.[C:12](O)(=O)C. Given the product [CH3:1][O:2][CH:3]1[CH2:4][N:5]2[CH:12]=[CH:10][N:11]=[C:6]2[CH2:7][CH2:8]1, predict the reactants needed to synthesize it. (2) Given the product [CH3:34][C:33]1[CH:35]=[CH:36][C:30]([S:27]([O:22][CH2:21][CH2:20][CH2:19][CH2:18][O:17][C:14]2[N:13]=[C:12]3[N:8]([CH2:7][C:6]4[CH:23]=[CH:24][C:3]([O:2][CH3:1])=[CH:4][CH:5]=4)[N:9]=[CH:10][C:11]3=[CH:16][CH:15]=2)(=[O:29])=[O:28])=[CH:31][CH:32]=1, predict the reactants needed to synthesize it. The reactants are: [CH3:1][O:2][C:3]1[CH:24]=[CH:23][C:6]([CH2:7][N:8]2[C:12]3=[N:13][C:14]([O:17][CH2:18][CH2:19][CH2:20][CH2:21][OH:22])=[CH:15][CH:16]=[C:11]3[CH:10]=[N:9]2)=[CH:5][CH:4]=1.[OH-].[K+].[S:27](Cl)([C:30]1[CH:36]=[CH:35][C:33]([CH3:34])=[CH:32][CH:31]=1)(=[O:29])=[O:28].